Dataset: Full USPTO retrosynthesis dataset with 1.9M reactions from patents (1976-2016). Task: Predict the reactants needed to synthesize the given product. (1) Given the product [CH2:29]([N:26]1[C:21]2=[N:22][C:23]([CH2:24][CH3:25])=[C:18]([CH2:17][NH:16][C:14](=[O:15])[C:13]3[CH:38]=[CH:39][C:10]([CH2:9][CH2:8][CH2:7][CH2:6][CH2:5][CH2:4][CH2:3][CH2:2][N:40]4[CH2:45][CH2:44][O:43][CH2:42][CH2:41]4)=[CH:11][CH:12]=3)[C:19]([NH:31][CH:32]3[CH2:37][CH2:36][O:35][CH2:34][CH2:33]3)=[C:20]2[CH:28]=[N:27]1)[CH3:30], predict the reactants needed to synthesize it. The reactants are: Br[CH2:2][CH2:3][CH2:4][CH2:5][CH2:6][CH2:7][CH2:8][CH2:9][C:10]1[CH:39]=[CH:38][C:13]([C:14]([NH:16][CH2:17][C:18]2[C:19]([NH:31][CH:32]3[CH2:37][CH2:36][O:35][CH2:34][CH2:33]3)=[C:20]3[CH:28]=[N:27][N:26]([CH2:29][CH3:30])[C:21]3=[N:22][C:23]=2[CH2:24][CH3:25])=[O:15])=[CH:12][CH:11]=1.[NH:40]1[CH2:45][CH2:44][O:43][CH2:42][CH2:41]1.C(N(CC)C(C)C)(C)C. (2) Given the product [CH2:1]([O:8][C:9]1[CH:10]=[C:11]([CH:24]=[CH:25][C:26]=1[O:27][CH2:28][C:29]1[CH:34]=[CH:33][CH:32]=[CH:31][CH:30]=1)[C:12]1[O:13][C:14]2[C:19]([C:20](=[O:23])[C:21]=1[O:22][CH3:35])=[CH:18][CH:17]=[CH:16][CH:15]=2)[C:2]1[CH:3]=[CH:4][CH:5]=[CH:6][CH:7]=1, predict the reactants needed to synthesize it. The reactants are: [CH2:1]([O:8][C:9]1[CH:10]=[C:11]([CH:24]=[CH:25][C:26]=1[O:27][CH2:28][C:29]1[CH:34]=[CH:33][CH:32]=[CH:31][CH:30]=1)[C:12]1[O:13][C:14]2[C:19]([C:20](=[O:23])[C:21]=1[OH:22])=[CH:18][CH:17]=[CH:16][CH:15]=2)[C:2]1[CH:7]=[CH:6][CH:5]=[CH:4][CH:3]=1.[CH2:35](OC1C=C(C=CC=1OCC1C=CC=CC=1)C1OC2C(C(=O)C=1)=CC=C(OC)C=2)C1C=CC=CC=1. (3) Given the product [Br-:1].[O:26]=[C:19]1[C:20]2[C:25]3[C:24](=[C:13](/[N:12]=[CH:11]/[C:8]4[CH:9]=[CH:10][N+:5]([CH2:3][CH2:2][OH:4])=[CH:6][CH:7]=4)[CH:14]=[CH:15][C:16]=3[C:17](=[O:27])[NH:18]1)[CH:23]=[CH:22][CH:21]=2, predict the reactants needed to synthesize it. The reactants are: [Br:1][CH:2]([OH:4])[CH3:3].[N:5]1[CH:10]=[CH:9][C:8](/[CH:11]=[N:12]/[C:13]2[CH:14]=[CH:15][C:16]3[C:17](=[O:27])[NH:18][C:19](=[O:26])[C:20]4[C:25]=3[C:24]=2[CH:23]=[CH:22][CH:21]=4)=[CH:7][CH:6]=1. (4) Given the product [CH3:9][O:10][C:11]1[CH:12]=[CH:13][C:14]([C:17]([C@H:19]2[CH2:20][CH2:21][C@H:22]([N:25]3[C:30](=[O:31])[C:29]([CH2:32][C:33]4[CH:38]=[CH:37][C:36]([C:39]5[CH:44]=[CH:43][CH:42]=[CH:41][C:40]=5[C:45]5[NH:53][C:4](=[O:7])[O:5][N:46]=5)=[CH:35][CH:34]=4)=[C:28]([CH2:47][CH2:48][CH3:49])[N:27]4[N:50]=[CH:51][N:52]=[C:26]34)[CH2:23][CH2:24]2)=[O:18])=[CH:15][CH:16]=1, predict the reactants needed to synthesize it. The reactants are: [Cl-].O[NH3+].[C:4](=[O:7])([O-])[OH:5].[Na+].[CH3:9][O:10][C:11]1[CH:16]=[CH:15][C:14]([C:17]([C@H:19]2[CH2:24][CH2:23][C@H:22]([N:25]3[C:30](=[O:31])[C:29]([CH2:32][C:33]4[CH:38]=[CH:37][C:36]([C:39]5[C:40]([C:45]#[N:46])=[CH:41][CH:42]=[CH:43][CH:44]=5)=[CH:35][CH:34]=4)=[C:28]([CH2:47][CH2:48][CH3:49])[N:27]4[N:50]=[CH:51][N:52]=[C:26]34)[CH2:21][CH2:20]2)=[O:18])=[CH:13][CH:12]=1.[N:53]12CCCN=C1CCCCC2. (5) Given the product [C:37]([O:41][C:42](=[O:43])[NH:44][C@@H:45]([C:46]([N:13]1[CH2:12][CH2:11][N:10]([C:14]2[CH:19]=[CH:18][C:17]([O:20][CH3:21])=[C:16]([O:22][CH:23]3[CH2:27][CH2:26][CH2:25][CH2:24]3)[CH:15]=2)[CH2:9][C@@H:8]1[CH2:1][C:2]1[CH:3]=[CH:4][CH:5]=[CH:6][CH:7]=1)=[O:47])[C:49]([OH:52])([CH3:50])[CH3:51])([CH3:40])([CH3:38])[CH3:39], predict the reactants needed to synthesize it. The reactants are: [CH2:1]([C@@H:8]1[NH:13][CH2:12][CH2:11][N:10]([C:14]2[CH:19]=[CH:18][C:17]([O:20][CH3:21])=[C:16]([O:22][CH:23]3[CH2:27][CH2:26][CH2:25][CH2:24]3)[CH:15]=2)[CH2:9]1)[C:2]1[CH:7]=[CH:6][CH:5]=[CH:4][CH:3]=1.C(N(C(C)C)CC)(C)C.[C:37]([O:41][C:42]([NH:44][C@H:45]([C:49]([OH:52])([CH3:51])[CH3:50])[C:46](O)=[O:47])=[O:43])([CH3:40])([CH3:39])[CH3:38].CN(C(ON1N=NC2C=CC=NC1=2)=[N+](C)C)C.F[P-](F)(F)(F)(F)F. (6) Given the product [CH3:1][C:2]1([CH3:17])[C:10]2[C:5](=[CH:6][C:7]([N:11]3[CH2:16][CH2:15][O:14][CH2:13][CH2:12]3)=[CH:8][CH:9]=2)[N:4]([C:19]2[C:28]3[C:23](=[CH:24][C:25]([F:29])=[CH:26][CH:27]=3)[N:22]=[C:21]([C:30]3[CH:35]=[CH:34][CH:33]=[CH:32][N:31]=3)[C:20]=2[CH3:36])[CH2:3]1, predict the reactants needed to synthesize it. The reactants are: [CH3:1][C:2]1([CH3:17])[C:10]2[C:5](=[CH:6][C:7]([N:11]3[CH2:16][CH2:15][O:14][CH2:13][CH2:12]3)=[CH:8][CH:9]=2)[NH:4][CH2:3]1.Cl[C:19]1[C:28]2[C:23](=[CH:24][C:25]([F:29])=[CH:26][CH:27]=2)[N:22]=[C:21]([C:30]2[CH:35]=[CH:34][CH:33]=[CH:32][N:31]=2)[C:20]=1[CH3:36].[H-].[Na+]. (7) Given the product [Cl:23][C:24]1[CH:29]=[CH:28][CH:27]=[C:26]([F:30])[C:25]=1[C:31]1[C:35]([C:36]([O:1][CH2:2][CH2:3][CH2:4][N:5]2[CH2:10][CH2:9][CH:8]([C:11]3[CH:16]=[CH:15][CH:14]=[C:13]([NH:17][C:18](=[O:22])[CH:19]([CH3:20])[CH3:21])[CH:12]=3)[CH2:7][CH2:6]2)=[O:37])=[C:34]([CH3:39])[O:33][N:32]=1, predict the reactants needed to synthesize it. The reactants are: [OH:1][CH2:2][CH2:3][CH2:4][N:5]1[CH2:10][CH2:9][CH:8]([C:11]2[CH:12]=[C:13]([NH:17][C:18](=[O:22])[CH:19]([CH3:21])[CH3:20])[CH:14]=[CH:15][CH:16]=2)[CH2:7][CH2:6]1.[Cl:23][C:24]1[CH:29]=[CH:28][CH:27]=[C:26]([F:30])[C:25]=1[C:31]1[C:35]([C:36](Cl)=[O:37])=[C:34]([CH3:39])[O:33][N:32]=1.